From a dataset of Reaction yield outcomes from USPTO patents with 853,638 reactions. Predict the reaction yield, written as a fraction of the theoretical maximum amount of product (1.0 means a 100% yield; for example, 0.34 means a 34% yield). (1) The reactants are [C:1]([O:5][C:6]([NH:8][CH:9]([C@H:16]1[CH2:20][N:19]([C@@H:21]([C:23]2[CH:28]=[CH:27][CH:26]=[CH:25][CH:24]=2)[CH3:22])[C:18](=O)[CH2:17]1)[C:10]1[CH:15]=[CH:14][CH:13]=[CH:12][CH:11]=1)=[O:7])([CH3:4])([CH3:3])[CH3:2]. The catalyst is O1CCCC1. The product is [C:1]([O:5][C:6]([NH:8][CH:9]([C@@H:16]1[CH2:17][CH2:18][N:19]([C@@H:21]([C:23]2[CH:24]=[CH:25][CH:26]=[CH:27][CH:28]=2)[CH3:22])[CH2:20]1)[C:10]1[CH:15]=[CH:14][CH:13]=[CH:12][CH:11]=1)=[O:7])([CH3:2])([CH3:3])[CH3:4]. The yield is 0.880. (2) The reactants are [F:1][C:2]1[CH:7]=[CH:6][C:5]([C:8](=[O:10])[CH3:9])=[C:4]([OH:11])[CH:3]=1.Br[CH2:13][CH:14]=[CH2:15].C(=O)([O-])[O-].[K+].[K+]. The catalyst is CN(C=O)C.O. The product is [CH2:15]([O:11][C:4]1[CH:3]=[C:2]([F:1])[CH:7]=[CH:6][C:5]=1[C:8](=[O:10])[CH3:9])[CH:14]=[CH2:13]. The yield is 0.820. (3) The reactants are CN(C)C(N(C)C)=N.[CH3:9][O:10][C:11](=[O:41])[CH:12](P(OC)(OC)=O)[NH:13][C:14](=[O:34])[C:15]1[C:20]([CH3:21])=[CH:19][C:18]([C:22]([NH:24][CH2:25][C:26]2[CH:31]=[CH:30][CH:29]=[C:28](O)[CH:27]=2)=[O:23])=[CH:17][C:16]=1[Cl:33].[CH:42](=O)[C:43]1[CH:48]=[CH:47][CH:46]=[CH:45][CH:44]=1.[O:50]1CCCC1. No catalyst specified. The product is [CH3:9][O:10][C:11](=[O:41])/[C:12](/[NH:13][C:14](=[O:34])[C:15]1[C:20]([CH3:21])=[CH:19][C:18]([C:22]([NH:24][CH2:25][C:26]2[CH:31]=[CH:30][CH:29]=[C:28]([OH:50])[CH:27]=2)=[O:23])=[CH:17][C:16]=1[Cl:33])=[CH:42]/[C:43]1[CH:48]=[CH:47][CH:46]=[CH:45][CH:44]=1. The yield is 0.730. (4) The reactants are [C:1]([O:5][C:6]([N:8]1[CH2:13][CH2:12][CH:11]([CH2:14][CH2:15][C:16]([N:18]2[CH2:23][CH2:22][CH2:21][C@@H:20]([C:24](=[O:39])[NH:25][CH:26]([C:32]3[CH:37]=[CH:36][C:35]([OH:38])=[CH:34][CH:33]=3)[CH2:27][C:28]([O:30][CH3:31])=[O:29])[CH2:19]2)=[O:17])[CH2:10][CH2:9]1)=[O:7])([CH3:4])([CH3:3])[CH3:2].C(=O)([O-])[O-].[Cs+].[Cs+].I[CH2:47][CH2:48][F:49]. The product is [F:49][CH2:48][CH2:47][O:38][C:35]1[CH:36]=[CH:37][C:32]([CH:26]([NH:25][C:24]([C@@H:20]2[CH2:21][CH2:22][CH2:23][N:18]([C:16](=[O:17])[CH2:15][CH2:14][CH:11]3[CH2:10][CH2:9][N:8]([C:6]([O:5][C:1]([CH3:4])([CH3:2])[CH3:3])=[O:7])[CH2:13][CH2:12]3)[CH2:19]2)=[O:39])[CH2:27][C:28]([O:30][CH3:31])=[O:29])=[CH:33][CH:34]=1. The catalyst is O1CCCC1. The yield is 0.500. (5) The catalyst is C1(C)C=CC=CC=1.CO. The yield is 0.610. The reactants are [F:1][C:2]([F:17])([F:16])[O:3][C:4]1[CH:9]=[CH:8][CH:7]=[CH:6][C:5]=1[C:10]1[CH:15]=[CH:14][N:13]=[CH:12][CH:11]=1.[CH2:18](Br)[C:19]1[CH:24]=[CH:23][CH:22]=[CH:21][CH:20]=1.C(Cl)Cl.CO.[BH4-].[Na+]. The product is [CH2:18]([N:13]1[CH2:12][CH:11]=[C:10]([C:5]2[CH:6]=[CH:7][CH:8]=[CH:9][C:4]=2[O:3][C:2]([F:1])([F:16])[F:17])[CH2:15][CH2:14]1)[C:19]1[CH:24]=[CH:23][CH:22]=[CH:21][CH:20]=1. (6) The reactants are C([N:8]1[CH2:12][CH2:11][C:10]([NH:14][C:15](=[O:17])[CH3:16])([CH3:13])[CH2:9]1)C1C=CC=CC=1.OCC1(OC[C@@H](O)[C@@H](O)[C@H]1O)O.[H][H]. The catalyst is [Pd].C(O)C. The product is [CH3:13][C:10]1([NH:14][C:15](=[O:17])[CH3:16])[CH2:11][CH2:12][NH:8][CH2:9]1. The yield is 0.540. (7) The reactants are [N:1]([CH2:4][CH:5]1[O:9][C:8](=[O:10])[N:7]([C:11]2[CH:12]=[CH:13][C:14]3[CH2:20][CH2:19][CH2:18][C:17](=[O:21])[CH2:16][C:15]=3[CH:22]=2)[CH2:6]1)=[N+]=[N-]. The catalyst is CO.[Pd]. The product is [NH2:1][CH2:4][CH:5]1[O:9][C:8](=[O:10])[N:7]([C:11]2[CH:12]=[CH:13][C:14]3[CH2:20][CH2:19][CH2:18][C:17](=[O:21])[CH2:16][C:15]=3[CH:22]=2)[CH2:6]1. The yield is 0.710. (8) The reactants are Br[C:2]1[CH:7]=[CH:6][CH:5]=[CH:4][N:3]=1.[CH2:8]([C:12]1[O:13][C:14]2[C:19]([N:20]=1)=[CH:18][CH:17]=[CH:16][N:15]=2)[CH2:9][C:10]#[CH:11]. No catalyst specified. The product is [N:3]1[CH:4]=[CH:5][CH:6]=[CH:7][C:2]=1[C:11]#[C:10][CH2:9][CH2:8][C:12]1[O:13][C:14]2[C:19]([N:20]=1)=[CH:18][CH:17]=[CH:16][N:15]=2. The yield is 0.390. (9) The reactants are [N:1]1[CH:6]=[CH:5][CH:4]=[CH:3][C:2]=1[CH2:7][CH2:8][NH2:9].[N:10]([C:13]1[CH:18]=[CH:17][C:16]([CH:19]([CH3:21])[CH3:20])=[CH:15][CH:14]=1)=[C:11]=[O:12]. No catalyst specified. The product is [CH:19]([C:16]1[CH:17]=[CH:18][C:13]([NH:10][C:11]([NH:9][CH2:8][CH2:7][C:2]2[CH:3]=[CH:4][CH:5]=[CH:6][N:1]=2)=[O:12])=[CH:14][CH:15]=1)([CH3:21])[CH3:20]. The yield is 0.500. (10) The reactants are [CH3:1][C:2]1[N:7]=[C:6]([C:8]([OH:10])=O)[CH:5]=[CH:4][C:3]=1[N+:11]([O-:13])=[O:12].[N:14]1([CH2:20][CH2:21][NH2:22])[CH2:19][CH2:18][O:17][CH2:16][CH2:15]1.CN(C(ON1N=NC2C=CC=CC1=2)=[N+](C)C)C.[B-](F)(F)(F)F.CCN(C(C)C)C(C)C. The catalyst is C(Cl)Cl. The product is [CH3:1][C:2]1[N:7]=[C:6]([C:8]([NH:22][CH2:21][CH2:20][N:14]2[CH2:19][CH2:18][O:17][CH2:16][CH2:15]2)=[O:10])[CH:5]=[CH:4][C:3]=1[N+:11]([O-:13])=[O:12]. The yield is 0.300.